This data is from CYP2D6 inhibition data for predicting drug metabolism from PubChem BioAssay. The task is: Regression/Classification. Given a drug SMILES string, predict its absorption, distribution, metabolism, or excretion properties. Task type varies by dataset: regression for continuous measurements (e.g., permeability, clearance, half-life) or binary classification for categorical outcomes (e.g., BBB penetration, CYP inhibition). Dataset: cyp2d6_veith. (1) The compound is O=S(=O)(c1ccccc1)N1CCC2(CCN(c3ccccc3)CC2)CC1. The result is 0 (non-inhibitor). (2) The result is 0 (non-inhibitor). The molecule is COc1cc2c(cc1OC)C(C(=O)NCc1cccnc1)C(c1cccnc1)N(C)C2=O. (3) The compound is CN(C)Cc1ccccc1-c1nccc(N(C)C)n1. The result is 1 (inhibitor). (4) The drug is Cc1ccccc1C(=O)NC(NCc1ccco1)C(Cl)(Cl)Cl. The result is 0 (non-inhibitor). (5) The compound is COc1ccc(N2CCN(S(=O)(=O)c3ccc4c(c3)CCCC4)CC2)c([N+](=O)[O-])c1. The result is 0 (non-inhibitor). (6) The molecule is CCCCN1C(=O)CC(Sc2ccccc2C(=O)O)C1=O. The result is 0 (non-inhibitor). (7) The compound is CC(C)Oc1cccc(C(=O)NC(=S)N2CCN(c3ccc(C(F)(F)F)cc3[N+](=O)[O-])CC2)c1. The result is 0 (non-inhibitor).